This data is from Drug-target binding data from BindingDB using IC50 measurements. The task is: Regression. Given a target protein amino acid sequence and a drug SMILES string, predict the binding affinity score between them. We predict pIC50 (pIC50 = -log10(IC50 in M); higher means more potent). Dataset: bindingdb_ic50. (1) The drug is O=c1[nH]c2cc(Cl)c([N+](=O)[O-])cc2c(O)c1-c1ccc(OCc2ccccc2)cc1. The target protein (P12785) has sequence MEEVVIAGMSGKLPESENLQEFWANLIGGVDMVTDDDRRWKAGLYGLPKRSGKLKDLSKFDASFFGVHPKQAHTMDPQLRLLLEVSYEAIVDGGINPASLRGTNTGVWVGVSGSEASEALSRDPETLLGYSMVGCQRAMMANRLSFFFDFKGPSIALDTACSSSLLALQNAYQAIRSGECPAAIVGGINLLLKPNTSVQFMKLGMLSPDGTCRSFDDSGNGYCRAEAVVAVLLTKKSLARRVYATILNAGTNTDGCKEQGVTFPSGEAQEQLIRSLYQPGGVAPESLEYIEAHGTGTKVGDPQELNGITRSLCAFRQSPLLIGSTKSNMGHPEPASGLAALTKVLLSLENGVWAPNLHFHNPNPEIPALLDGRLQVVDRPLPVRGGIVGINSFGFGGANVHVILQPNTQQAPAPAPHAALPHLLHASGRTMEAVQGLLEQGRQHSQDLAFVSMLNDIAATPTAAMPFRGYTVLGVEGHVQEVQQVPASQRPLWFICSGMG.... The pIC50 is 7.1. (2) The drug is O=c1[nH]cnc2c(-n3cccn3)nccc12. The target protein (P41229) has sequence MEPGSDDFLPPPECPVFEPSWAEFRDPLGYIAKIRPIAEKSGICKIRPPADWQPPFAVEVDNFRFTPRIQRLNELEAQTRVKLNYLDQIAKFWEIQGSSLKIPNVERRILDLYSLSKIVVEEGGYEAICKDRRWARVAQRLNYPPGKNIGSLLRSHYERIVYPYEMYQSGANLVQCNTRPFDNEEKDKEYKPHSIPLRQSVQPSKFNSYGRRAKRLQPDPEPTEEDIEKNPELKKLQIYGAGPKMMGLGLMAKDKTLRKKDKEGPECPPTVVVKEELGGDVKVESTSPKTFLESKEELSHSPEPCTKMTMRLRRNHSNAQFIESYVCRMCSRGDEDDKLLLCDGCDDNYHIFCLLPPLPEIPKGVWRCPKCVMAECKRPPEAFGFEQATREYTLQSFGEMADSFKADYFNMPVHMVPTELVEKEFWRLVNSIEEDVTVEYGADIHSKEFGSGFPVSDSKRHLTPEEEEYATSGWNLNVMPVLEQSVLCHINADISGMKVP.... The pIC50 is 5.0. (3) The drug is C[C@@H]1CCN(C(=O)CC#N)C[C@@H]1N(C)c1ncnc2[nH]ccc12. The target protein (Q62137) has sequence MAPPSEETPLIPQRSCSLSSSEAGALHVLLPPRGPGPPQRLSFSFGDYLAEDLCVRAAKACGILPVYHSLFALATEDFSCWFPPSHIFCIEDVDTQVLVYRLRFYFPDWFGLETCHRFGLRKDLTSAILDLHVLEHLFAQHRSDLVSGRLPVGLSMKEQGEFLSLAVLDLAQMAREQAQRPGELLKTVSYKACLPPSLRDVIQGQNFVTRRRIRRTVVLALRRVVACQADRYALMAKYILDLERLHPAATTETFRVGLPGAQEEPGLLRVAGDNGISWSSGDQELFQTFCDFPEIVDVSIKQAPRVGPAGEHRLVTVTRMDGHILEAEFPGLPEALSFVALVDGYFRLICDSRHYFCKEVAPPRLLEEEAELCHGPITLDFAIHKLKAAGSLPGTYILRRSPQDYDSFLLTACVQTPLGPDYKGCLIRQDPSGAFSLVGLSQPHRSLRELLAACWNSGLRVDGAALNLTSCCAPRPKEKSNLIVVRRGCTPAPAPGCSPS.... The pIC50 is 7.3. (4) The small molecule is CC1(C)[C@H]2C[C@H](C/C=C\CCCC(=O)O)[C@@H](NC(=O)c3csc4cc(O)ccc34)[C@@H]1C2. The target protein (Q13258) has sequence MKSPFYRCQNTTSVEKGNSAVMGGVLFSTGLLGNLLALGLLARSGLGWCSRRPLRPLPSVFYMLVCGLTVTDLLGKCLLSPVVLAAYAQNRSLRVLAPALDNSLCQAFAFFMSFFGLSSTLQLLAMALECWLSLGHPFFYRRHITLRLGALVAPVVSAFSLAFCALPFMGFGKFVQYCPGTWCFIQMVHEEGSLSVLGYSVLYSSLMALLVLATVLCNLGAMRNLYAMHRRLQRHPRSCTRDCAEPRADGREASPQPLEELDHLLLLALMTVLFTMCSLPVIYRAYYGAFKDVKEKNRTSEEAEDLRALRFLSVISIVDPWIFIIFRSPVFRIFFHKIFIRPLRYRSRCSNSTNMESSL. The pIC50 is 8.5. (5) The compound is CC(C)(N)C(=O)N1CC2=NNC(=O)c3cccc4[nH]c(c2c34)C1. The target protein sequence is MSLLFLAMAPKPKPWVQTEGPEKKKGRQAGREEDPFRSTAEALKAIPAEKRIIRVDPTCPLSSNPGTQVYEDYNCTLNQTNIENNNNKFYIIQLLQDSNRFFTCWNHWGRVGEVGQSKINHFTRLEDAKKDFEKKFREKTKNNWAERDHFVSHPGKYTLIEVQAEDEAQEAVVKVDRGPVRTVTKRVQPCSLDPATQKLITNIFSKEMFKNTMALMDLDVKKMPLGKLSKQQIARGFEALEALEEALKGPTDGGQSLEELSSHFYTVIPHNFGHSQPPPINSPELLQAKKDMLLVLADIELAQALQAVSEQEKTVEEVPHPLDRDYQLLKCQLQLLDSGAPEYKVIQTYLEQTGSNHRCPTLQHIWKVNQEGEEDRFQAHSKLGNRKLLWHGTNMAVVAAILTSGLRIMPHSGGRVGKGIYFASENSKSAGYVIGMKCGAHHVGYMFLGEVALGREHHINTDNPSLKSPPPGFDSVIARGHTEPDPTQDTELELDGQQVV.... The pIC50 is 7.7. (6) The target protein sequence is MGNQNGTPGNDYYNRFPREHPASRYADGIEDDSYSDLKKSDKPWPDADSFRPTAAGILRQGLDPTSISVLGRQTADLREHYILGRKLGQGQFGTTYLCTEISTGCDFACKTILKRKLITKVDVEDVRREIQTMHHLSGHKNVVSIKDVYEDVQAVHIVMELLPGGELFDRIQGNGRYSEMKAAEITRIVVSIVAMCHSLGVMHRDLKPENFLLLDKDDDLSIKAIDFGLSIYFKPGQVFSELVGSPFYVAPEVLHKRYGPESDVWSAGVILYVLLSGVPPFWADTQKGIFDAVLKGHLDLESDPWPKISDSVKDLIRKMLCNCPSERLKAHVVLRHPWICQNGMATDGVLDPSVISRLKRFSAMNNLQKLALRVIAERLSEEEIAGLRELFKTVDIKNRGVITFGELRKGLTRYGNELVDTEICDIMEAADTDTDVTINYEEFIAATMPLNKIEREEHLKAAFTYFDKDGSGYITVDKLQRACAEYNMEGTLLEEIILEA.... The small molecule is Oc1cc(O)cc(/C=C/c2ccc(O)c(O)c2)c1. The pIC50 is 4.7. (7) The compound is O=C1N(c2ccc(Cl)cc2)N(c2ccc(Cl)cc2)C(=O)C1(CCOCc1ccccc1)CCOCc1ccccc1. The target protein (P0A749) has sequence MDKFRVQGPTKLQGEVTISGAKNAALPILFAALLAEEPVEIQNVPKLKDVDTSMKLLSQLGAKVERNGSVHIDARDVNVFCAPYDLVKTMRASIWALGPLVARFGQGQVSLPGGCTIGARPVDLHISGLEQLGATIKLEEGYVKASVDGRLKGAHIVMDKVSVGATVTIMCAATLAEGTTIIENAAREPEIVDTANFLITLGAKISGQGTDRIVIEGVERLGGGVYRVLPDRIETGTFLVAAAISRGKIICRNAQPDTLDAVLAKLRDAGADIEVGEDWISLDMHGKRPKAVNVRTAPHPAFPTDMQAQFTLLNLVAEGTGFITETVFENRFMHVPELSRMGAHAEIESNTVICHGVEKLSGAQVMATDLRASASLVLAGCIAEGTTVVDRIYHIDRGYERIEDKLRALGANIERVKGE. The pIC50 is 4.7. (8) The small molecule is C=c1cc2[nH]c(=O)c(=Cc3ccc(O)c(O)c3)c(=N)n2o1. The target protein sequence is MAPTWGPGMVSVVGPMGLLVVLLVGGCAAEEPPRFIKEPKDQIGVSGRVASFVCQATGDPKPRVTWNKKGKKVNSQRFETIEFDESAGAVLRIQPLRTPRDENVYECVAQNSVGEITVHAKLTVLREDQLPSGFPNIDMGPQLKVVERTRTATMLCAASGNPDPEITWFKDFLPVDPSASNGRIKQLRSGALQIESSEETDQGKYECVATNSAGVRYSSPANLYVRVRRVAPRFSILPMSHEIMPGGNVNITCVAVGSPMPYVKWMQGAEDLTPEDDMPVGRNVLELTDVKDSANYHPCVAMSSLGVIEAVAQITVKSLPKAPGTPMVTENTATSITITWDSGNPDPVSYYVIEYKSKSQDGPYQIKEDITTTRYSIGGLSPNSEYEIWVSAVNSIGQGPPSESVVTRTGEQAPARPPRNVQARMLSATTMIVQWEEPVEPNGLIRGYRVYYTMEPEHPVGNWQKHNVDDSLLTTVGSLLEDETYTVRVLAFTSVGDGPL.... The pIC50 is 6.2.